From a dataset of Forward reaction prediction with 1.9M reactions from USPTO patents (1976-2016). Predict the product of the given reaction. (1) Given the reactants C1(P(C2C=CC=CC=2)C2C=CC=CC=2)C=CC=CC=1.[Br:20][C:21]1[N:26]=[C:25]([C@@:27](O)([CH3:42])[CH2:28][NH:29][S:30]([C:33]2[CH:38]=[CH:37][C:36]([N+:39]([O-:41])=[O:40])=[CH:35][CH:34]=2)(=[O:32])=[O:31])[C:24]([F:44])=[C:23]([Si:45]([CH2:50][CH3:51])([CH2:48][CH3:49])[CH2:46][CH3:47])[CH:22]=1.N(C(OCC)=O)=NC(OCC)=O.C1(C)C=CC=CC=1, predict the reaction product. The product is: [Br:20][C:21]1[N:26]=[C:25]([C:27]2([CH3:42])[CH2:28][N@@:29]2[S:30]([C:33]2[CH:38]=[CH:37][C:36]([N+:39]([O-:41])=[O:40])=[CH:35][CH:34]=2)(=[O:32])=[O:31])[C:24]([F:44])=[C:23]([Si:45]([CH2:50][CH3:51])([CH2:48][CH3:49])[CH2:46][CH3:47])[CH:22]=1. (2) Given the reactants [CH3:1][CH:2]([N:10]1[C:18](=[O:19])[C:17]2[C:12](=[CH:13][CH:14]=[CH:15][CH:16]=2)[C:11]1=[O:20])[CH:3](OS(C)(=O)=O)[CH3:4].[Cl:21][C:22]1[CH:23]=[C:24]([C:28]#[N:29])[NH:25][C:26]=1[CH3:27].C([O-])([O-])=O.[K+].[K+], predict the reaction product. The product is: [Cl:21][C:22]1[CH:23]=[C:24]([C:28]#[N:29])[N:25]([CH2:4][CH2:3][CH:2]([N:10]2[C:18](=[O:19])[C:17]3[C:12](=[CH:13][CH:14]=[CH:15][CH:16]=3)[C:11]2=[O:20])[CH3:1])[C:26]=1[CH3:27]. (3) Given the reactants [NH2:1][C:2](=[N:23][OH:24])[C:3]1[CH:8]=[CH:7][N:6]=[C:5]([N:9]2[CH2:14][CH2:13][N:12]([C:15](=[O:22])[CH2:16][CH2:17][C:18]([CH3:21])([CH3:20])[CH3:19])[CH2:11][CH2:10]2)[N:4]=1.[CH:25]1([C:28](Cl)=O)[CH2:27][CH2:26]1, predict the reaction product. The product is: [CH3:19][C:18]([CH3:20])([CH3:21])[CH2:17][CH2:16][C:15]([N:12]1[CH2:13][CH2:14][N:9]([C:5]2[N:4]=[C:3]([C:2]3[N:1]=[C:28]([CH:25]4[CH2:27][CH2:26]4)[O:24][N:23]=3)[CH:8]=[CH:7][N:6]=2)[CH2:10][CH2:11]1)=[O:22]. (4) Given the reactants [Cl:1][C:2]1[CH:7]=[CH:6][CH:5]=[C:4]([Cl:8])[C:3]=1[C:9]1[NH:10][C:11]2[CH:17]=[C:16]([C:18](Cl)=[O:19])[C:15]([F:21])=[C:14]([F:22])[C:12]=2[N:13]=1.[N:23]1[C:32]2[C:27](=[CH:28][CH:29]=[CH:30][CH:31]=2)[CH:26]=[CH:25][C:24]=1[NH2:33].CCN(C(C)C)C(C)C, predict the reaction product. The product is: [N:23]1[C:32]2[C:27](=[CH:28][CH:29]=[CH:30][CH:31]=2)[CH:26]=[CH:25][C:24]=1[NH:33][C:18]([C:16]1[C:15]([F:21])=[C:14]([F:22])[C:12]2[N:13]=[C:9]([C:3]3[C:2]([Cl:1])=[CH:7][CH:6]=[CH:5][C:4]=3[Cl:8])[NH:10][C:11]=2[CH:17]=1)=[O:19]. (5) Given the reactants [CH3:1][N:2]1[CH:6]=[C:5]([NH:7]C=O)[CH:4]=[C:3]1[C:10]([Cl:12])=[O:11].C(N(C(C)C)CC)(C)C.[NH2:22][CH2:23][CH2:24][C:25]#[N:26].Cl, predict the reaction product. The product is: [ClH:12].[CH3:1][N:2]1[CH:6]=[C:5]([NH2:7])[CH:4]=[C:3]1[C:10]([NH:26][CH2:25][CH2:24][C:23]#[N:22])=[O:11].